This data is from Forward reaction prediction with 1.9M reactions from USPTO patents (1976-2016). The task is: Predict the product of the given reaction. (1) Given the reactants Cl[C:2]1[CH:7]=[C:6]([C:8]2[CH:13]=[C:12]([Cl:14])[CH:11]=[CH:10][C:9]=2[Cl:15])[N:5]=[C:4]([NH2:16])[N:3]=1.[NH2:17][C:18]1[CH:26]=[CH:25][C:21]([CH2:22][CH2:23][OH:24])=[CH:20][CH:19]=1, predict the reaction product. The product is: [NH2:16][C:4]1[N:3]=[C:2]([NH:17][C:18]2[CH:26]=[CH:25][C:21]([CH2:22][CH2:23][OH:24])=[CH:20][CH:19]=2)[CH:7]=[C:6]([C:8]2[CH:13]=[C:12]([Cl:14])[CH:11]=[CH:10][C:9]=2[Cl:15])[N:5]=1. (2) Given the reactants C([C:5]1[CH:10]=[CH:9][C:8]([CH2:11][C:12]([OH:14])=[O:13])=[CH:7][CH:6]=1)(C)(C)C.FC1C=CC=C(F)C=1CC(O)=O.[N+](C1C=C([N+]([O-])=O)C=CC=1CC(O)=O)([O-])=O.C(OC1C=CC(CC(O)=O)=CC=1)C1C=CC=CC=1.ClC1C=C(CC(O)=O)C=CC=1OC.BrC1C=C(CC(O)=O)C=CC=1OC.[N+](C1C=C(CC(O)=O)C=CC=1OC)([O-])=O.COC1C=C(CC(O)=O)C=CC=1OC.COC1C(OC)=C(OC)C=CC=1CC(O)=O.C1OC2C=CC(CC(O)=O)=CC=2O1.C(OC1C=C(CC(O)=O)C=CC=1OCC)C.C1(C2C=CC=CC=2)C=CC(CC(O)=O)=CC=1.O(C1C=C(CC(O)=O)C=CC=1)C1C=CC=CC=1.C(NC1C=CC(CC(O)=O)=CC=1)=O.CN(C1C=CC(CC(O)=O)=CC=1)C, predict the reaction product. The product is: [C:8]1([CH2:11][C:12]([OH:14])=[O:13])[CH:9]=[CH:10][CH:5]=[CH:6][CH:7]=1. (3) Given the reactants [CH3:1][N:2]1[C:7](=[O:8])[C:6]([CH3:24])([N:9]2[C:17](=[O:18])[C:16]3[C:11](=[C:12]([F:22])[C:13]([F:21])=[C:14]([F:20])[C:15]=3[F:19])[C:10]2=[O:23])[C:5](=[O:25])[NH:4][C:3]1=[O:26].Cl.N[C:29]1(C)C(=O)N(CCC)C(=O)N[C:30]1=O, predict the reaction product. The product is: [CH3:24][C:6]1([N:9]2[C:17](=[O:18])[C:16]3[C:11](=[C:12]([F:22])[C:13]([F:21])=[C:14]([F:20])[C:15]=3[F:19])[C:10]2=[O:23])[C:7](=[O:8])[N:2]([CH2:1][CH2:29][CH3:30])[C:3](=[O:26])[NH:4][C:5]1=[O:25]. (4) Given the reactants CO.[NH2:3][CH:4]([CH2:8][CH2:9][S:10][CH3:11])[C:5]([OH:7])=[O:6].[CH3:12][Si](C=[N+]=[N-])(C)C, predict the reaction product. The product is: [NH2:3][CH:4]([CH2:8][CH2:9][S:10][CH3:11])[C:5]([O:7][CH3:12])=[O:6].